Task: Predict the reactants needed to synthesize the given product.. Dataset: Full USPTO retrosynthesis dataset with 1.9M reactions from patents (1976-2016) (1) Given the product [C:8]([C:5]1[CH:6]=[CH:7][C:2]([NH:1][CH2:14][C:15]2[CH:16]=[CH:17][C:18]([CH:21]([O:30][CH:31]3[CH2:36][CH2:35][CH2:34][CH2:33][O:32]3)[C:22]3[CH:23]=[C:24]([CH:27]=[CH:28][CH:29]=3)[C:25]#[N:26])=[CH:19][CH:20]=2)=[C:3]([CH3:12])[C:4]=1[OH:11])(=[O:10])[CH3:9], predict the reactants needed to synthesize it. The reactants are: [NH2:1][C:2]1[CH:7]=[CH:6][C:5]([C:8](=[O:10])[CH3:9])=[C:4]([OH:11])[C:3]=1[CH3:12].I[CH2:14][C:15]1[CH:20]=[CH:19][C:18]([CH:21]([O:30][CH:31]2[CH2:36][CH2:35][CH2:34][CH2:33][O:32]2)[C:22]2[CH:23]=[C:24]([CH:27]=[CH:28][CH:29]=2)[C:25]#[N:26])=[CH:17][CH:16]=1.C([O-])([O-])=O.[K+].[K+]. (2) Given the product [CH2:5]([O:12][CH:13]1[CH2:18][CH2:17][N:1]2[N:2]=[N:3][N:34]=[C:16]2[CH2:15][CH2:14]1)[C:6]1[CH:11]=[CH:10][CH:9]=[CH:8][CH:7]=1, predict the reactants needed to synthesize it. The reactants are: [N-:1]=[N+:2]=[N-:3].[Na+].[CH2:5]([O:12][CH:13]1[CH2:18][CH2:17][C:16](=O)[CH2:15][CH2:14]1)[C:6]1[CH:11]=[CH:10][CH:9]=[CH:8][CH:7]=1.[Si](Cl)(Cl)(Cl)Cl.C(=O)([O-])[O-].[Na+].[Na+].C.C(#[N:34])C. (3) Given the product [C:17]([C:9]1[C:7]2[N:8]=[C:4]([CH:1]3[CH2:2][CH2:3]3)[O:5][C:6]=2[C:12]([F:13])=[C:11]([C:14]([O:46][CH3:44])=[O:15])[C:10]=1[CH3:16])#[N:18], predict the reactants needed to synthesize it. The reactants are: [CH:1]1([C:4]2[O:5][C:6]3[C:7](=[C:9]([C:17]#[N:18])[C:10]([CH3:16])=[C:11]([CH:14]=[O:15])[C:12]=3[F:13])[N:8]=2)[CH2:3][CH2:2]1.O.O.P([O-])(O)(O)=O.[Na+].CC(=CC)C.Cl([O-])=O.[Na+].Cl.C[Si](C=[N+]=[N-])(C)C.[CH2:44]([O:46]CC)C.C(=O)([O-])O.[Na+]. (4) Given the product [CH2:16]([O:15][CH:5]([N:4]([CH3:10])[CH3:3])[CH:6]([O:9][CH2:16][CH2:17][CH2:18][CH2:19][CH2:20][CH2:21][CH2:22][CH2:23]/[CH:24]=[CH:25]\[CH2:26]/[CH:27]=[CH:28]\[CH2:29][CH2:30][CH2:31][CH2:32][CH3:33])[CH3:7])[CH2:17][CH2:18][CH2:19][CH2:20][CH2:21][CH2:22][CH2:23]/[CH:24]=[CH:25]\[CH2:26]/[CH:27]=[CH:28]\[CH2:29][CH2:30][CH2:31][CH2:32][CH3:33], predict the reactants needed to synthesize it. The reactants are: [OH-].[K+].[CH3:3][N:4]([CH3:10])[CH2:5][CH:6]([OH:9])[CH2:7]O.CS([O:15][CH2:16][CH2:17][CH2:18][CH2:19][CH2:20][CH2:21][CH2:22][CH2:23]/[CH:24]=[CH:25]\[CH2:26]/[CH:27]=[CH:28]\[CH2:29][CH2:30][CH2:31][CH2:32][CH3:33])(=O)=O. (5) Given the product [CH3:19][O:18][C:12](=[O:17])[C:13](=[CH:10][C:3]1[C:4]2=[N:5][CH:6]=[CH:7][CH:8]=[C:9]2[NH:1][CH:2]=1)[C:14]([O:16][C:28]([CH3:27])([CH3:29])[CH3:30])=[O:15], predict the reactants needed to synthesize it. The reactants are: [NH:1]1[C:9]2[C:4](=[N:5][CH:6]=[CH:7][CH:8]=2)[C:3]([CH:10]=O)=[CH:2]1.[C:12]([O:18][CH2:19]C(C)(C)C)(=[O:17])[CH2:13][C:14]([O-:16])=[O:15].N1[CH2:29][CH2:28][CH2:27]CC1.[C:30](O)(=O)C. (6) Given the product [O:9]1[C:10]2[CH:16]=[CH:15][CH:14]=[CH:13][C:11]=2[N:12]=[C:8]1[C:5]1[CH:6]=[CH:7][C:2]([N:28]2[C:29]3[CH:17]=[CH:18][CH:19]=[CH:20][C:21]=3[C:22]3[C:27]2=[CH:26][CH:25]=[CH:24][CH:23]=3)=[CH:3][CH:4]=1, predict the reactants needed to synthesize it. The reactants are: I[C:2]1[CH:7]=[CH:6][C:5]([C:8]2[O:9][C:10]3[CH:16]=[CH:15][CH:14]=[CH:13][C:11]=3[N:12]=2)=[CH:4][CH:3]=1.[CH:17]1[C:29]2[NH:28][C:27]3[C:22](=[CH:23][CH:24]=[CH:25][CH:26]=3)[C:21]=2[CH:20]=[CH:19][CH:18]=1.CC(C)([O-])C.[Na+].C(P(C(C)(C)C)C(C)(C)C)(C)(C)C. (7) Given the product [C:46]([N:40]1[CH2:45][CH2:44][N:43]([CH2:28][C:5]2[CH:4]=[CH:3][C:2]([Br:1])=[CH:7][C:6]=2[NH:8][C:9]2([CH2:20][C:21]3[CH:26]=[CH:25][CH:24]=[C:23]([Cl:27])[CH:22]=3)[C:17]3[C:12](=[CH:13][C:14]([Cl:18])=[CH:15][CH:16]=3)[NH:11][C:10]2=[O:19])[CH2:42][CH2:41]1)(=[O:48])[CH3:47], predict the reactants needed to synthesize it. The reactants are: [Br:1][C:2]1[CH:3]=[CH:4][C:5]([CH2:28]O)=[C:6]([NH:8][C:9]2([CH2:20][C:21]3[CH:26]=[CH:25][CH:24]=[C:23]([Cl:27])[CH:22]=3)[C:17]3[C:12](=[CH:13][C:14]([Cl:18])=[CH:15][CH:16]=3)[NH:11][C:10]2=[O:19])[CH:7]=1.O=S(Cl)Cl.C([O-])([O-])=O.[K+].[K+].[N:40]1([C:46](=[O:48])[CH3:47])[CH2:45][CH2:44][NH:43][CH2:42][CH2:41]1.